This data is from Reaction yield outcomes from USPTO patents with 853,638 reactions. The task is: Predict the reaction yield, written as a fraction of the theoretical maximum amount of product (1.0 means a 100% yield; for example, 0.34 means a 34% yield). (1) The reactants are Cl[S:2]([C:5]1[CH:6]=[C:7]([CH:11]=[CH:12][C:13]=1[CH:14]([CH3:16])[CH3:15])[C:8]([OH:10])=[O:9])(=[O:4])=[O:3].[CH:17](C1C=CC(C(O)=O)=CC=1)(C)C.C([O-])(O)=O.[Na+].[O-]S([O-])=O.[Na+].[Na+].BrCC(O)=O.[OH-].[Na+]. The catalyst is O. The product is [CH3:17][S:2]([C:5]1[CH:6]=[C:7]([CH:11]=[CH:12][C:13]=1[CH:14]([CH3:16])[CH3:15])[C:8]([OH:10])=[O:9])(=[O:4])=[O:3]. The yield is 0.590. (2) The reactants are CCO.[C:4]([O:8][C:9]([NH:11][C@@H:12]([CH2:16][C:17]1[CH:22]=[CH:21][C:20](B2OC(C)(C)C(C)(C)O2)=[CH:19][CH:18]=1)[C:13]([OH:15])=[O:14])=[O:10])([CH3:7])([CH3:6])[CH3:5].[NH2:32][C:33]1[N:38]=[C:37](Cl)[CH:36]=[C:35]([Cl:40])[N:34]=1.C(=O)=O. The catalyst is CC([O-])=O.CC([O-])=O.[Pd+2].C1C=CC(P(C2C=CC=CC=2)C2C=CC=CC=2)=CC=1.C1COCC1. The product is [NH2:32][C:33]1[N:38]=[C:37]([C:20]2[CH:19]=[CH:18][C:17]([CH2:16][C@H:12]([NH:11][C:9]([O:8][C:4]([CH3:5])([CH3:6])[CH3:7])=[O:10])[C:13]([OH:15])=[O:14])=[CH:22][CH:21]=2)[CH:36]=[C:35]([Cl:40])[N:34]=1. The yield is 0.660.